Dataset: HIV replication inhibition screening data with 41,000+ compounds from the AIDS Antiviral Screen. Task: Binary Classification. Given a drug SMILES string, predict its activity (active/inactive) in a high-throughput screening assay against a specified biological target. (1) The compound is CCCCOCNC(=N)NC#N. The result is 0 (inactive). (2) The compound is CN(CCN(C)C(=S)NN)C(=S)NN. The result is 0 (inactive). (3) The compound is O=[N+]([O-])[OH+][Au-3]12[P-](c3ccccc3)(c3ccccc3)[Au-3]1([OH+][N+](=O)[O-])[P-]2(c1ccccc1)c1ccccc1. The result is 0 (inactive). (4) The molecule is c1ccc2c(c1)CCN2CCN1CCc2ccccc21. The result is 0 (inactive). (5) The drug is CN(CC1NCCCC1O)C12CC3CC(CC(C3)C1)C2. The result is 0 (inactive). (6) The result is 0 (inactive). The drug is CCOC(=O)Nc1nn[nH]c1Cl. (7) The drug is CCCc1cc(=O)oc2c3c(cc(OCC)c12)OC(C)C(C)C3=O. The result is 0 (inactive). (8) The molecule is CCOC(=O)C(O)=Cc1cc(OC)cc(=O)o1. The result is 0 (inactive). (9) The molecule is CCCCCCCCCCCCCCCCCCOCC(O)CO. The result is 0 (inactive).